Dataset: Full USPTO retrosynthesis dataset with 1.9M reactions from patents (1976-2016). Task: Predict the reactants needed to synthesize the given product. (1) The reactants are: [F:1][C:2]1[CH:3]=[C:4]([OH:8])[CH:5]=[CH:6][CH:7]=1.[C:9]([O:13][C:14]([N:16]1[CH2:20][C@H:19](O)[CH2:18][C@H:17]1[C:22]([N:24]1[CH2:30][CH2:29][CH2:28][N:27]([CH:31]2[CH2:34][CH2:33][CH2:32]2)[CH2:26][CH2:25]1)=[O:23])=[O:15])([CH3:12])([CH3:11])[CH3:10].C1(P(C2C=CC=CC=2)C2C=CC=CC=2)C=CC=CC=1. Given the product [C:9]([O:13][C:14]([N:16]1[CH2:20][CH:19]([O:8][C:4]2[CH:5]=[CH:6][CH:7]=[C:2]([F:1])[CH:3]=2)[CH2:18][C@H:17]1[C:22]([N:24]1[CH2:30][CH2:29][CH2:28][N:27]([CH:31]2[CH2:32][CH2:33][CH2:34]2)[CH2:26][CH2:25]1)=[O:23])=[O:15])([CH3:12])([CH3:10])[CH3:11], predict the reactants needed to synthesize it. (2) Given the product [OH:4][C:5]1[C:10]2[CH:11]=[C:12]([CH3:14])[O:13][C:9]=2[CH:8]=[C:7]([C:15]([O:17][CH2:18][CH3:19])=[O:16])[CH:6]=1, predict the reactants needed to synthesize it. The reactants are: C([O:4][C:5]1[C:10]2[CH:11]=[C:12]([CH3:14])[O:13][C:9]=2[CH:8]=[C:7]([C:15]([O:17][CH2:18][CH3:19])=[O:16])[CH:6]=1)(=O)C.C(=O)([O-])[O-].[K+].[K+]. (3) Given the product [Cl:27][C:7]1[CH:6]=[C:5]2[C:10](=[CH:9][CH:8]=1)[CH2:1][N:2]([CH2:11][CH2:12][CH2:13][CH2:14][O:15][C:16]1[N:25]=[C:24]3[C:19]([CH:20]=[CH:21][C:22](=[O:26])[NH:23]3)=[CH:18][CH:17]=1)[CH2:3][CH2:4]2, predict the reactants needed to synthesize it. The reactants are: [CH2:1]1[C:10]2[C:5](=[CH:6][CH:7]=[CH:8][CH:9]=2)[CH2:4][CH2:3][N:2]1[CH2:11][CH2:12][CH2:13][CH2:14][O:15][C:16]1[N:25]=[C:24]2[C:19]([CH:20]=[CH:21][C:22](=[O:26])[NH:23]2)=[CH:18][CH:17]=1.[Cl:27]C1C=C2C(=CC=1)CNCC2. (4) Given the product [NH2:1][C:2]1[N:10]=[CH:9][N:8]=[C:7]2[C:3]=1[N:4]=[CH:5][N:6]2[C@H:11]1[C@@H:15]2[O:16][C:17]([CH3:20])([CH3:19])[O:18][C@@H:14]2[C@@H:13]([CH2:21][N:22]([CH:32]([CH3:34])[CH3:33])[CH2:23][CH2:24][CH2:25][CH2:26][C:27]([OH:29])=[O:28])[O:12]1, predict the reactants needed to synthesize it. The reactants are: [NH2:1][C:2]1[N:10]=[CH:9][N:8]=[C:7]2[C:3]=1[N:4]=[CH:5][N:6]2[C@H:11]1[C@@H:15]2[O:16][C:17]([CH3:20])([CH3:19])[O:18][C@@H:14]2[C@@H:13]([CH2:21][N:22]([CH:32]([CH3:34])[CH3:33])[CH2:23][CH2:24][CH2:25][CH2:26][C:27]([O:29]CC)=[O:28])[O:12]1.[Li+].[OH-].Cl.